Dataset: Forward reaction prediction with 1.9M reactions from USPTO patents (1976-2016). Task: Predict the product of the given reaction. Given the reactants Cl.Cl.[N:3]12[CH2:11][CH2:10][CH:7]([CH2:8][CH2:9]1)[NH:6][CH2:5][CH2:4]2.[S:12]1[CH:16]=[CH:15][CH:14]=[C:13]1[C:17]1[NH:21][N:20]=[C:19]([C:22](O)=[O:23])[CH:18]=1, predict the reaction product. The product is: [S:12]1[CH:16]=[CH:15][CH:14]=[C:13]1[C:17]1[NH:21][N:20]=[C:19]([C:22]([N:6]2[CH:7]3[CH2:10][CH2:11][N:3]([CH2:9][CH2:8]3)[CH2:4][CH2:5]2)=[O:23])[CH:18]=1.